This data is from Full USPTO retrosynthesis dataset with 1.9M reactions from patents (1976-2016). The task is: Predict the reactants needed to synthesize the given product. (1) Given the product [C:19]1([C:18]2[O:25][C:13]([C:9]3[N:8]=[C:7]([C:1]4[CH:2]=[CH:3][CH:4]=[CH:5][CH:6]=4)[CH:12]=[CH:11][CH:10]=3)=[N:14][N:15]=2)[CH:24]=[CH:23][CH:22]=[CH:21][CH:20]=1, predict the reactants needed to synthesize it. The reactants are: [C:1]1([C:7]2[CH:12]=[CH:11][CH:10]=[C:9]([C:13]3[N:14]=[N:15]NN=3)[N:8]=2)[CH:6]=[CH:5][CH:4]=[CH:3][CH:2]=1.[C:18](Cl)(=[O:25])[C:19]1[CH:24]=[CH:23][CH:22]=[CH:21][CH:20]=1.O.[OH-].[Na+]. (2) The reactants are: Cl.[O:2]1[CH2:6][CH2:5][CH:4]([NH:7][OH:8])[CH2:3]1.[Cl:9][C:10]1[C:11]([S:23]([OH:26])(=[O:25])=[O:24])=[CH:12][C:13]([S:19]([OH:22])(=[O:21])=[O:20])=[C:14]([C:17]=1[Cl:18])[CH:15]=O. Given the product [O:2]1[CH2:6][CH2:5][CH:4]([N+:7]([O-:8])=[CH:15][C:14]2[C:17]([Cl:18])=[C:10]([Cl:9])[C:11]([S:23]([OH:26])(=[O:25])=[O:24])=[CH:12][C:13]=2[S:19]([OH:22])(=[O:21])=[O:20])[CH2:3]1, predict the reactants needed to synthesize it.